This data is from Full USPTO retrosynthesis dataset with 1.9M reactions from patents (1976-2016). The task is: Predict the reactants needed to synthesize the given product. (1) Given the product [NH2:18][C@@H:19]([CH2:31][C:32]1[CH:37]=[CH:36][C:35]([OH:38])=[CH:34][CH:33]=1)[C:20]([NH:22][CH2:23][C:24]([O:26][C:27]([CH3:30])([CH3:28])[CH3:29])=[O:25])=[O:21], predict the reactants needed to synthesize it. The reactants are: C1C2C(COC([NH:18][C@@H:19]([CH2:31][C:32]3[CH:37]=[CH:36][C:35]([OH:38])=[CH:34][CH:33]=3)[C:20]([NH:22][CH2:23][C:24]([O:26][C:27]([CH3:30])([CH3:29])[CH3:28])=[O:25])=[O:21])=O)C3C(=CC=CC=3)C=2C=CC=1.N1CCCCC1. (2) Given the product [N:17]1([C:2]2[CH:11]=[CH:10][C:9]3[C:4](=[CH:5][CH:6]=[C:7]([O:12][C:13]([F:16])([F:15])[F:14])[CH:8]=3)[N:3]=2)[CH2:22][CH2:21][NH:20][CH2:19][CH2:18]1, predict the reactants needed to synthesize it. The reactants are: Cl[C:2]1[CH:11]=[CH:10][C:9]2[C:4](=[CH:5][CH:6]=[C:7]([O:12][C:13]([F:16])([F:15])[F:14])[CH:8]=2)[N:3]=1.[NH:17]1[CH2:22][CH2:21][NH:20][CH2:19][CH2:18]1. (3) Given the product [CH2:11]([O:18][C@H:19]1[C@H:24]([O:25][CH2:26][C:27]2[CH:28]=[CH:29][CH:30]=[CH:31][CH:32]=2)[C@@H:23]([O:33][CH2:34][C:35]2[CH:40]=[CH:39][CH:38]=[CH:37][CH:36]=2)[C@@:22]([C:43]2[CH:48]=[CH:47][C:46]([CH3:49])=[C:45]([CH2:50][C:51]3[S:52][C:53]([C:56]4[CH:57]=[CH:58][C:59]([F:62])=[CH:60][CH:61]=4)=[CH:54][CH:55]=3)[CH:44]=2)([O:41][CH3:42])[O:21][C@@H:20]1[CH:63]=[O:64])[C:12]1[CH:13]=[CH:14][CH:15]=[CH:16][CH:17]=1, predict the reactants needed to synthesize it. The reactants are: C(Cl)(=O)C(Cl)=O.CS(C)=O.[CH2:11]([O:18][C@H:19]1[C@H:24]([O:25][CH2:26][C:27]2[CH:32]=[CH:31][CH:30]=[CH:29][CH:28]=2)[C@@H:23]([O:33][CH2:34][C:35]2[CH:40]=[CH:39][CH:38]=[CH:37][CH:36]=2)[C@@:22]([C:43]2[CH:48]=[CH:47][C:46]([CH3:49])=[C:45]([CH2:50][C:51]3[S:52][C:53]([C:56]4[CH:61]=[CH:60][C:59]([F:62])=[CH:58][CH:57]=4)=[CH:54][CH:55]=3)[CH:44]=2)([O:41][CH3:42])[O:21][C@@H:20]1[CH2:63][OH:64])[C:12]1[CH:17]=[CH:16][CH:15]=[CH:14][CH:13]=1.C(N(CC)CC)C. (4) Given the product [CH3:5][O:4][C:2](=[O:3])[NH:6][C:7]1[CH:12]=[N:11][C:10]([N:13]2[CH2:30][CH2:29][CH2:28][C@@:15]3([C:19](=[O:20])[N:18]([C:21]4[CH:26]=[CH:25][CH:24]=[CH:23][C:22]=4[Cl:27])[CH2:17][CH2:16]3)[CH2:14]2)=[CH:9][CH:8]=1, predict the reactants needed to synthesize it. The reactants are: Cl[C:2]([O:4][CH3:5])=[O:3].[NH2:6][C:7]1[CH:8]=[CH:9][C:10]([N:13]2[CH2:30][CH2:29][CH2:28][C@@:15]3([C:19](=[O:20])[N:18]([C:21]4[CH:26]=[CH:25][CH:24]=[CH:23][C:22]=4[Cl:27])[CH2:17][CH2:16]3)[CH2:14]2)=[N:11][CH:12]=1.N1C=CC=CC=1.C(Cl)Cl. (5) Given the product [CH3:8][C:9](=[N:5][N:4]=[C:3]1[N:2]([CH3:1])[C:13]([CH3:15])=[CH:12][S:6]1)[CH3:10], predict the reactants needed to synthesize it. The reactants are: [CH3:1][NH:2][C:3](=[S:6])[NH:4][NH2:5].Cl[CH2:8][C:9](=O)[CH3:10].[CH3:12][C:13]([CH3:15])=O. (6) Given the product [CH2:1]([CH2:8][CH2:9][N:10]=[C:11]=[O:12])[CH2:2][CH2:3][CH2:4][N:5]=[C:6]=[O:7].[CH2:1]([CH2:8][CH2:9][N:10]=[C:11]=[O:12])[CH2:2][CH2:3][CH2:4][N:5]=[C:6]=[O:7].[CH2:1]([CH2:8][CH2:9][N:10]=[C:11]=[O:12])[CH2:2][CH2:3][CH2:4][N:5]=[C:6]=[O:7], predict the reactants needed to synthesize it. The reactants are: [CH2:1]([CH2:8][CH2:9][N:10]=[C:11]=[O:12])[CH2:2][CH2:3][CH2:4][N:5]=[C:6]=[O:7].NC(OCC)=O.